This data is from Full USPTO retrosynthesis dataset with 1.9M reactions from patents (1976-2016). The task is: Predict the reactants needed to synthesize the given product. (1) Given the product [CH2:1]([N:8]([C@H:9]1[C@H:10]([OH:14])[CH2:11][O:12][CH2:13]1)[C:24](=[O:25])[CH2:23][Cl:22])[C:2]1[CH:3]=[CH:4][CH:5]=[CH:6][CH:7]=1, predict the reactants needed to synthesize it. The reactants are: [CH2:1]([NH:8][C@@H:9]1[CH2:13][O:12][CH2:11][C@H:10]1[OH:14])[C:2]1[CH:7]=[CH:6][CH:5]=[CH:4][CH:3]=1.C(N(CC)CC)C.[Cl:22][CH2:23][C:24](Cl)=[O:25]. (2) Given the product [CH2:1]([O:3][C:4]([C:6]1[CH:7]=[C:8]2[C:13](=[CH:14][CH:15]=1)[NH:12][CH:11]([C:16]1[CH:17]=[C:18]([C:29]3[CH:30]=[CH:31][C:26]([Cl:25])=[CH:27][CH:28]=3)[CH:19]=[CH:20][CH:21]=1)[C:10]([CH3:24])([CH3:23])[CH2:9]2)=[O:5])[CH3:2], predict the reactants needed to synthesize it. The reactants are: [CH2:1]([O:3][C:4]([C:6]1[CH:7]=[C:8]2[C:13](=[CH:14][CH:15]=1)[NH:12][CH:11]([C:16]1[CH:21]=[CH:20][CH:19]=[C:18](Br)[CH:17]=1)[C:10]([CH3:24])([CH3:23])[CH2:9]2)=[O:5])[CH3:2].[Cl:25][C:26]1[CH:31]=[CH:30][C:29](B(O)O)=[CH:28][CH:27]=1.C(=O)([O-])[O-].[Na+].[Na+].O. (3) Given the product [CH3:43][O:42][C:39]1[CH:38]=[CH:37][C:36]([CH2:35][N:8]([CH2:7][C:6]2[CH:5]=[CH:4][C:3]([O:2][CH3:1])=[CH:45][CH:44]=2)[C:9]2[N:14]=[C:13]([CH3:15])[N:12]=[C:11]([C:16]3[CH:17]=[C:18]([CH:32]([OH:34])[CH3:33])[CH:19]=[N:20][C:21]=3[NH:22][C:23]3[CH:24]=[N:25][C:26]([O:30][CH3:31])=[C:27]([F:29])[CH:28]=3)[N:10]=2)=[CH:41][CH:40]=1, predict the reactants needed to synthesize it. The reactants are: [CH3:1][O:2][C:3]1[CH:45]=[CH:44][C:6]([CH2:7][N:8]([CH2:35][C:36]2[CH:41]=[CH:40][C:39]([O:42][CH3:43])=[CH:38][CH:37]=2)[C:9]2[N:14]=[C:13]([CH3:15])[N:12]=[C:11]([C:16]3[CH:17]=[C:18]([C:32](=[O:34])[CH3:33])[CH:19]=[N:20][C:21]=3[NH:22][C:23]3[CH:24]=[N:25][C:26]([O:30][CH3:31])=[C:27]([F:29])[CH:28]=3)[N:10]=2)=[CH:5][CH:4]=1.[BH4-].[Na+]. (4) Given the product [CH3:18][N:15]1[CH2:14][CH2:13][N:12]([C:8]2[N:7]3[C:3]([CH2:2][NH:1][C:39](=[O:40])[CH2:38][C:32]4[CH:37]=[CH:36][CH:35]=[CH:34][CH:33]=4)=[C:4]([CH2:19][N:20]([CH3:31])[C@@H:21]4[C:30]5[N:29]=[CH:28][CH:27]=[CH:26][C:25]=5[CH2:24][CH2:23][CH2:22]4)[N:5]=[C:6]3[CH:11]=[CH:10][CH:9]=2)[CH2:17][CH2:16]1, predict the reactants needed to synthesize it. The reactants are: [NH2:1][CH2:2][C:3]1[N:7]2[C:8]([N:12]3[CH2:17][CH2:16][N:15]([CH3:18])[CH2:14][CH2:13]3)=[CH:9][CH:10]=[CH:11][C:6]2=[N:5][C:4]=1[CH2:19][N:20]([CH3:31])[C@@H:21]1[C:30]2[N:29]=[CH:28][CH:27]=[CH:26][C:25]=2[CH2:24][CH2:23][CH2:22]1.[C:32]1([CH2:38][C:39](Cl)=[O:40])[CH:37]=[CH:36][CH:35]=[CH:34][CH:33]=1. (5) Given the product [OH:3][CH2:4][C@@H:5]1[CH2:14][N:9]2[CH2:10][CH2:11][N:12]([C:16]3[CH:21]=[CH:20][C:19]([Cl:22])=[CH:18][N:17]=3)[CH2:13][C@@H:8]2[CH2:7][CH2:6]1, predict the reactants needed to synthesize it. The reactants are: Cl.Cl.[OH:3][CH2:4][C@@H:5]1[CH2:14][N:9]2[CH2:10][CH2:11][NH:12][CH2:13][C@@H:8]2[CH2:7][CH2:6]1.Cl[C:16]1[CH:21]=[CH:20][C:19]([Cl:22])=[CH:18][N:17]=1.C(=O)([O-])[O-].[Na+].[Na+]. (6) Given the product [OH:1][C@H:2]1[C:10]2[C:5](=[CH:6][CH:7]=[CH:8][CH:9]=2)[CH2:4][C@:3]1([CH2:20][C:21]1[CH:29]=[CH:28][C:24]([C:25]([N:32]([CH3:33])[CH3:31])=[O:26])=[CH:23][CH:22]=1)[C:11]1[CH2:12][C:13]2[C:18]([CH:19]=1)=[CH:17][CH:16]=[CH:15][CH:14]=2, predict the reactants needed to synthesize it. The reactants are: [OH:1][C@H:2]1[C:10]2[C:5](=[CH:6][CH:7]=[CH:8][CH:9]=2)[CH2:4][C@:3]1([CH2:20][C:21]1[CH:29]=[CH:28][C:24]([C:25](O)=[O:26])=[CH:23][CH:22]=1)[C:11]1[CH2:12][C:13]2[C:18]([CH:19]=1)=[CH:17][CH:16]=[CH:15][CH:14]=2.C[CH2:31][N:32](CC)[CH2:33]C.CNC.C(P1(=O)OP(CCC)(=O)OP(CCC)(=O)O1)CC. (7) The reactants are: N1C=CC=CC=1.Cl.[NH2:8][OH:9].[CH2:10]([C:12]1[CH:13]=[C:14]2[C:19](=[CH:20][CH:21]=1)[N:18]([CH3:22])[CH2:17][CH2:16][C:15]2=O)[CH3:11]. Given the product [CH2:10]([C:12]1[CH:13]=[C:14]2[C:19](=[CH:20][CH:21]=1)[N:18]([CH3:22])[CH2:17][CH2:16]/[C:15]/2=[N:8]\[OH:9])[CH3:11], predict the reactants needed to synthesize it.